From a dataset of Full USPTO retrosynthesis dataset with 1.9M reactions from patents (1976-2016). Predict the reactants needed to synthesize the given product. (1) Given the product [C:16]([Si:13]([CH3:14])([CH3:15])[O:12][CH2:11][CH:10]([C:4]1[CH:5]=[CH:6][C:7]([Cl:9])=[CH:8][C:3]=1[CH2:2][C@@:44]1([C:45]([NH2:57])=[O:46])[CH2:48][CH2:49][CH2:50][N:43]1[C:41]([C:28]1([OH:27])[C:40]2[CH:39]=[CH:38][CH:37]=[CH:36][C:35]=2[C:34]2[C:29]1=[CH:30][CH:31]=[CH:32][CH:33]=2)=[O:42])[NH:20][S:21]([C:23]([CH3:26])([CH3:25])[CH3:24])=[O:22])([CH3:17])([CH3:18])[CH3:19], predict the reactants needed to synthesize it. The reactants are: N[CH2:2][C:3]1[CH:8]=[C:7]([Cl:9])[CH:6]=[CH:5][C:4]=1[CH:10]([NH:20][S:21]([C:23]([CH3:26])([CH3:25])[CH3:24])=[O:22])[CH2:11][O:12][Si:13]([C:16]([CH3:19])([CH3:18])[CH3:17])([CH3:15])[CH3:14].[OH:27][C:28]1([C:41]([N:43]2[CH2:50][CH2:49][CH2:48][C@H:44]2[C:45](O)=[O:46])=[O:42])[C:40]2[CH:39]=[CH:38][CH:37]=[CH:36][C:35]=2[C:34]2[C:29]1=[CH:30][CH:31]=[CH:32][CH:33]=2.C(Cl)CCl.C([N:57](CC)CC)C.C1C=NC2N(O)N=NC=2C=1. (2) The reactants are: [O:1]1[CH2:6][CH2:5][CH:4]([C:7]([OH:9])=[O:8])[CH2:3][CH2:2]1.[CH3:10]I. Given the product [CH3:10][C:4]1([C:7]([OH:9])=[O:8])[CH2:5][CH2:6][O:1][CH2:2][CH2:3]1, predict the reactants needed to synthesize it.